From a dataset of Full USPTO retrosynthesis dataset with 1.9M reactions from patents (1976-2016). Predict the reactants needed to synthesize the given product. (1) The reactants are: C(OC([N:8]1[CH2:13][CH2:12][CH:11]([N:14]([CH3:21])[CH:15]2[CH2:20][CH2:19][O:18][CH2:17][CH2:16]2)[CH2:10][CH2:9]1)=O)(C)(C)C.C(O)(C(F)(F)F)=O. Given the product [CH3:21][N:14]([CH:11]1[CH2:12][CH2:13][NH:8][CH2:9][CH2:10]1)[CH:15]1[CH2:20][CH2:19][O:18][CH2:17][CH2:16]1, predict the reactants needed to synthesize it. (2) Given the product [C:50]([O:49][C:47]([N:44]1[CH2:45][CH2:46][CH:41]([CH2:40][N:35]2[C:34]([CH:22]([NH:21][C:19]([N:16]3[CH2:15][CH2:14][CH:13]([N:8]4[CH2:7][C:6]5[C:11](=[C:2]([F:1])[CH:3]=[CH:4][CH:5]=5)[NH:10][C:9]4=[O:12])[CH2:18][CH2:17]3)=[O:20])[CH2:23][C:24]3[CH:25]=[C:26]4[C:30](=[C:31]([CH3:33])[CH:32]=3)[NH:29][N:28]=[CH:27]4)=[N:38][N:37]=[N:36]2)[CH2:42][CH2:43]1)=[O:48])([CH3:53])([CH3:51])[CH3:52], predict the reactants needed to synthesize it. The reactants are: [F:1][C:2]1[CH:3]=[CH:4][CH:5]=[C:6]2[C:11]=1[NH:10][C:9](=[O:12])[N:8]([CH:13]1[CH2:18][CH2:17][N:16]([C:19]([NH:21][CH:22]([C:34]3[NH:38][N:37]=[N:36][N:35]=3)[CH2:23][C:24]3[CH:25]=[C:26]4[C:30](=[C:31]([CH3:33])[CH:32]=3)[NH:29][N:28]=[CH:27]4)=[O:20])[CH2:15][CH2:14]1)[CH2:7]2.O[CH2:40][CH:41]1[CH2:46][CH2:45][N:44]([C:47]([O:49][C:50]([CH3:53])([CH3:52])[CH3:51])=[O:48])[CH2:43][CH2:42]1.C1(P(C2C=CC=CC=2)C2C=CC=CC=2)C=CC=CC=1.CCOC(/N=N/C(OCC)=O)=O.